This data is from Full USPTO retrosynthesis dataset with 1.9M reactions from patents (1976-2016). The task is: Predict the reactants needed to synthesize the given product. (1) Given the product [ClH:1].[Cl:1][C:2]1[CH:7]=[CH:6][C:5]([S:8]([CH:11]([C:25]2[CH:30]=[C:29]([F:31])[CH:28]=[CH:27][C:26]=2[F:32])[CH:12]2[CH2:17][CH2:16][NH:15][CH2:14][CH2:13]2)(=[O:9])=[O:10])=[CH:4][CH:3]=1, predict the reactants needed to synthesize it. The reactants are: [Cl:1][C:2]1[CH:7]=[CH:6][C:5]([S:8]([CH:11]([C:25]2[CH:30]=[C:29]([F:31])[CH:28]=[CH:27][C:26]=2[F:32])[CH:12]2[CH2:17][CH2:16][N:15](C(OC(C)(C)C)=O)[CH2:14][CH2:13]2)(=[O:10])=[O:9])=[CH:4][CH:3]=1.FC(F)(F)C(O)=O.Cl.C(O)C. (2) Given the product [CH3:8][C:6]1[C:5]([NH2:9])=[CH:4][CH:3]=[C:2]([S:13][CH2:10][CH2:11][CH3:12])[N:7]=1, predict the reactants needed to synthesize it. The reactants are: F[C:2]1[N:7]=[C:6]([CH3:8])[C:5]([NH2:9])=[CH:4][CH:3]=1.[CH2:10]([SH:13])[CH2:11][CH3:12].[OH-].[K+]. (3) Given the product [ClH:8].[CH3:12][O:11][C:9]([NH:13][C:14]1[CH:15]=[C:16]2[C:20](=[CH:21][CH:22]=1)[CH2:19][NH:18][CH2:17]2)=[O:10], predict the reactants needed to synthesize it. The reactants are: C(N(CC)CC)C.[Cl:8][C:9]([O:11][CH3:12])=[O:10].[NH2:13][C:14]1[CH:15]=[C:16]2[C:20](=[CH:21][CH:22]=1)[CH2:19][N:18](C(OC(C)(C)C)=O)[CH2:17]2.Cl.O1CCOCC1. (4) Given the product [CH:1]1([O:6][CH2:7][CH2:8][O:9][C:10]2[CH:20]=[CH:19][C:13]([O:14][CH2:15][CH:16]([OH:17])[CH2:18][NH:22][CH2:23][CH2:24][NH:25][C:26](=[O:38])[NH:27][C:28]3[CH:29]=[C:30]([CH:35]=[CH:36][CH:37]=3)[C:31]([O:33][CH3:34])=[O:32])=[CH:12][CH:11]=2)[CH2:5][CH2:4][CH2:3][CH2:2]1, predict the reactants needed to synthesize it. The reactants are: [CH:1]1([O:6][CH2:7][CH2:8][O:9][C:10]2[CH:20]=[CH:19][C:13]([O:14][CH2:15][CH:16]3[CH2:18][O:17]3)=[CH:12][CH:11]=2)[CH2:5][CH2:4][CH2:3][CH2:2]1.Cl.[NH2:22][CH2:23][CH2:24][NH:25][C:26](=[O:38])[NH:27][C:28]1[CH:29]=[C:30]([CH:35]=[CH:36][CH:37]=1)[C:31]([O:33][CH3:34])=[O:32].C1(OCCOC2C=CC(OCC(O)CNCCNC(NC3C=CC([N+]([O-])=O)=CC=3)=O)=CC=2)CCCC1. (5) Given the product [CH:16]1([CH2:15][CH2:14][O:39][C:40]2[CH:41]=[CH:42][C:43]([CH2:46][CH2:47][C:48]([CH3:58])([S:54]([CH3:57])(=[O:56])=[O:55])[C:49]([O:51][CH2:52][CH3:53])=[O:50])=[CH:44][CH:45]=2)[CH2:17][CH2:18]1, predict the reactants needed to synthesize it. The reactants are: N(C(N1[CH2:18][CH2:17][CH2:16][CH2:15][CH2:14]1)=O)=NC(N1[CH2:18][CH2:17][CH2:16][CH2:15][CH2:14]1)=O.C1(O)CCCCC1.C(P(CCCC)CCCC)CCC.[OH:39][C:40]1[CH:45]=[CH:44][C:43]([CH2:46][CH2:47][C:48]([CH3:58])([S:54]([CH3:57])(=[O:56])=[O:55])[C:49]([O:51][CH2:52][CH3:53])=[O:50])=[CH:42][CH:41]=1.